This data is from Full USPTO retrosynthesis dataset with 1.9M reactions from patents (1976-2016). The task is: Predict the reactants needed to synthesize the given product. (1) The reactants are: [CH2:1]([N:12]([CH2:17][C:18]([OH:20])=[O:19])[CH2:13][C:14]([OH:16])=[O:15])[CH2:2][N:3]([CH2:8][C:9]([OH:11])=[O:10])[CH2:4][C:5]([OH:7])=[O:6].N.[O-2].[Eu+3:23].[O-2].[O-2].[Eu+3]. Given the product [Eu:23].[CH2:2]([N:3]([CH2:8][C:9]([OH:11])=[O:10])[CH2:4][C:5]([OH:7])=[O:6])[CH2:1][N:12]([CH2:17][C:18]([OH:20])=[O:19])[CH2:13][C:14]([OH:16])=[O:15], predict the reactants needed to synthesize it. (2) Given the product [Cl:1][C:2]1[CH:7]=[CH:6][C:5]([CH:8]=[C:9]([C:11]2[N:15]([C:16]3[CH:21]=[CH:20][C:19]([Cl:22])=[CH:18][C:17]=3[Cl:23])[N:14]=[C:13]([C:24]([OH:26])=[O:25])[C:12]=2[CH3:27])[CH3:10])=[CH:4][CH:3]=1, predict the reactants needed to synthesize it. The reactants are: [Cl:1][C:2]1[CH:7]=[CH:6][C:5]([CH:8]=[C:9]([C:11]2[N:15]([C:16]3[CH:21]=[CH:20][C:19]([Cl:22])=[CH:18][C:17]=3[Cl:23])[N:14]=[C:13]([C:24]([O-:26])=[O:25])[C:12]=2[CH3:27])[CH3:10])=[CH:4][CH:3]=1.[Li+].[OH-].C1COCC1.Cl. (3) Given the product [CH3:48][O:47][C:45]1[CH:46]=[CH:39][C:40]([C:41]#[N:42])=[C:43]([B:28]2[O:29][C:30]([CH3:35])([CH3:36])[C:31]([CH3:33])([CH3:34])[O:32]2)[CH:44]=1, predict the reactants needed to synthesize it. The reactants are: C1(P(C2CCCCC2)C2CCCCC2)CCCCC1.[CH3:35][C:30]1([CH3:36])[C:31]([CH3:34])([CH3:33])[O:32][B:28]([B:28]2[O:32][C:31]([CH3:34])([CH3:33])[C:30]([CH3:36])([CH3:35])[O:29]2)[O:29]1.Cl[C:39]1[CH:46]=[C:45]([O:47][CH3:48])[CH:44]=[CH:43][C:40]=1[C:41]#[N:42]. (4) Given the product [I:12][C:5]1[C:4]([C:7]([O:9][CH2:10][CH3:11])=[O:8])=[N:3][NH:2][CH:6]=1, predict the reactants needed to synthesize it. The reactants are: C[N:2]1[CH:6]=[CH:5][C:4]([C:7]([O:9][CH2:10][CH3:11])=[O:8])=[N:3]1.[I:12]I.O=[N+]([O-])[O-].[O-][N+](=O)[O-].[O-][N+](=O)[O-].[O-][N+](=O)[O-].[O-][N+](=O)[O-].[O-][N+](=O)[O-].[Ce+4].[NH4+].[NH4+]. (5) Given the product [C:1]([OH:21])(=[O:20])[CH2:2][CH2:3][CH2:4][CH2:5][CH2:6][CH2:7][CH2:8]/[CH:9]=[CH:10]\[CH2:11][CH2:12][CH2:14][CH2:15][CH2:16][CH2:17][CH2:18][CH3:19].[OH:44][CH2:39][CH:40]([CH2:41][OH:42])[OH:43].[OH:50][CH2:45][CH:46]([CH2:47][OH:48])[OH:49].[OH:56][CH2:51][CH:52]([CH2:53][OH:54])[OH:55].[OH:62][CH2:57][CH:58]([CH2:59][OH:60])[OH:61].[OH:44][CH2:39][CH:40]([CH2:41][OH:42])[OH:43].[OH:44][CH2:39][CH:40]([CH2:41][OH:42])[OH:43].[OH:44][CH2:39][CH:40]([CH2:41][OH:42])[OH:43].[OH:44][CH2:39][CH:40]([CH2:41][OH:42])[OH:43].[OH:44][CH2:39][CH:40]([CH2:41][OH:42])[OH:43].[OH:44][CH2:39][CH:40]([CH2:41][OH:42])[OH:43], predict the reactants needed to synthesize it. The reactants are: [C:1]([O-:21])(=[O:20])[CH2:2][CH2:3][CH2:4][CH2:5][CH2:6][CH2:7][CH2:8]/[CH:9]=[CH:10]\[CH2:11][C@@H:12]([CH2:14][CH2:15][CH2:16][CH2:17][CH2:18][CH3:19])O.CN1C(C[C@H](NC(CCN)=O)C(O)=O)=CN=C1.[CH2:39]([OH:44])[CH:40]([OH:43])[CH2:41][OH:42].[CH2:45]([OH:50])[CH:46]([OH:49])[CH2:47][OH:48].[CH2:51]([OH:56])[CH:52]([OH:55])[CH2:53][OH:54].[CH2:57]([OH:62])[CH:58]([OH:61])[CH2:59][OH:60]. (6) Given the product [CH2:12]([NH:1][CH2:2][CH2:3][NH:4][C:5](=[O:11])[O:6][C:7]([CH3:8])([CH3:10])[CH3:9])[C:13]1[CH:18]=[CH:17][CH:16]=[CH:15][CH:14]=1, predict the reactants needed to synthesize it. The reactants are: [NH2:1][CH2:2][CH2:3][NH:4][C:5](=[O:11])[O:6][C:7]([CH3:10])([CH3:9])[CH3:8].[CH:12](=O)[C:13]1[CH:18]=[CH:17][CH:16]=[CH:15][CH:14]=1.[BH4-].[Na+].